This data is from Kir2.1 potassium channel HTS with 301,493 compounds. The task is: Binary Classification. Given a drug SMILES string, predict its activity (active/inactive) in a high-throughput screening assay against a specified biological target. (1) The compound is s1c2c(CCC2)c2c1nc(nc2NCCc1ccc(S(=O)(=O)N)cc1)CN1CCCCC1. The result is 0 (inactive). (2) The result is 0 (inactive). The molecule is s1c2c(nc1NNC(=O)COc1ccccc1)c(F)cc(F)c2. (3) The drug is O=C(N)C1CCC(NC(OCc2ccccc2)=O)CC1. The result is 0 (inactive). (4) The drug is Fc1ccc(CNC(=O)c2c(cccc2)C(O)=O)cc1. The result is 0 (inactive). (5) The compound is Clc1c(c2noc(c2C#N)/C=C\N(C)C)cccc1. The result is 0 (inactive). (6) The molecule is O1c2c(OC1)ccc(c2)C(=O)/C=C/Nc1cc(OC)c(OC)cc1. The result is 0 (inactive).